From a dataset of Full USPTO retrosynthesis dataset with 1.9M reactions from patents (1976-2016). Predict the reactants needed to synthesize the given product. Given the product [CH3:1][N:2]([CH:3]([C:7]1[CH:8]=[N:9][CH:10]=[CH:11][C:12]=1[C:13]([F:15])([F:14])[F:16])[CH:4]([CH3:6])[CH3:5])[S:29]([C:23]1[CH:28]=[CH:27][CH:26]=[CH:25][CH:24]=1)(=[O:31])=[O:30], predict the reactants needed to synthesize it. The reactants are: [CH3:1][NH:2][CH:3]([C:7]1[CH:8]=[N:9][CH:10]=[CH:11][C:12]=1[C:13]([F:16])([F:15])[F:14])[CH:4]([CH3:6])[CH3:5].C(=O)([O-])[O-].[K+].[K+].[C:23]1([S:29](Cl)(=[O:31])=[O:30])[CH:28]=[CH:27][CH:26]=[CH:25][CH:24]=1.